Dataset: Full USPTO retrosynthesis dataset with 1.9M reactions from patents (1976-2016). Task: Predict the reactants needed to synthesize the given product. (1) Given the product [CH3:35][C:31]1[CH:30]=[C:29]([CH:34]=[CH:33][CH:32]=1)[CH2:28][NH:25][C:26]([N:11]1[CH2:10][CH2:9][CH:8]([O:7][C:6]2[CH:14]=[CH:15][C:3]([F:2])=[CH:4][CH:5]=2)[CH2:13][CH2:12]1)=[O:27], predict the reactants needed to synthesize it. The reactants are: Cl.[F:2][C:3]1[CH:15]=[CH:14][C:6]([O:7][CH:8]2[CH2:13][CH2:12][NH:11][CH2:10][CH2:9]2)=[CH:5][CH:4]=1.C(N(C(C)C)CC)(C)C.[N:25]([CH2:28][C:29]1[CH:34]=[CH:33][CH:32]=[C:31]([CH3:35])[CH:30]=1)=[C:26]=[O:27]. (2) Given the product [C:31]([N:28]1[CH2:27][CH2:26][N:25]([C:22]2[CH:23]=[CH:24][C:19]([NH:18][C:2]3[CH:10]=[C:9]([NH:11][CH2:12][C:13]4[S:14][CH:15]=[CH:16][CH:17]=4)[C:5]([C:6]([NH2:8])=[O:7])=[CH:4][N:3]=3)=[CH:20][CH:21]=2)[CH2:30][CH2:29]1)(=[O:33])[CH3:32], predict the reactants needed to synthesize it. The reactants are: Cl[C:2]1[CH:10]=[C:9]([NH:11][CH2:12][C:13]2[S:14][CH:15]=[CH:16][CH:17]=2)[C:5]([C:6]([NH2:8])=[O:7])=[CH:4][N:3]=1.[NH2:18][C:19]1[CH:24]=[CH:23][C:22]([N:25]2[CH2:30][CH2:29][N:28]([C:31](=[O:33])[CH3:32])[CH2:27][CH2:26]2)=[CH:21][CH:20]=1.C([O-])([O-])=O.[Cs+].[Cs+].C1C=CC(P(C2C(C3C(P(C4C=CC=CC=4)C4C=CC=CC=4)=CC=C4C=3C=CC=C4)=C3C(C=CC=C3)=CC=2)C2C=CC=CC=2)=CC=1. (3) Given the product [F:1][C:2]1[C:7]([F:8])=[CH:6][CH:5]=[CH:4][C:3]=1[C:9]1[N:35]=[C:12]2[CH:13]=[N:14][N:15]([CH2:17][C:18]3[N:23]=[N:22][C:21]([C:24]4[CH:29]=[CH:28][C:27]([O:30][CH2:37][CH:38]5[CH2:43][CH2:42][O:41][CH2:40][CH2:39]5)=[CH:26][C:25]=4[C:31]([F:33])([F:34])[F:32])=[CH:20][CH:19]=3)[CH:16]=[C:11]2[N:10]=1, predict the reactants needed to synthesize it. The reactants are: [F:1][C:2]1[C:7]([F:8])=[CH:6][CH:5]=[CH:4][C:3]=1[C:9]1[N:35]=[C:12]2[CH:13]=[N:14][N:15]([CH2:17][C:18]3[N:23]=[N:22][C:21]([C:24]4[CH:29]=[CH:28][C:27]([OH:30])=[CH:26][C:25]=4[C:31]([F:34])([F:33])[F:32])=[CH:20][CH:19]=3)[CH:16]=[C:11]2[N:10]=1.Br[CH2:37][CH:38]1[CH2:43][CH2:42][O:41][CH2:40][CH2:39]1. (4) Given the product [CH3:10][CH:9]([CH3:11])[CH2:8][CH:2]([CH:3]1[S:19][CH2:24][CH:23]([OH:25])[CH:4]1[N+:5]([O-:7])=[O:6])[CH3:1], predict the reactants needed to synthesize it. The reactants are: [CH3:1][CH:2]([CH2:8][CH:9]([CH3:11])[CH3:10])[CH:3]=[CH:4][N+:5]([O-:7])=[O:6].C(N(CC)CC)C.[S:19]1[CH2:24][CH:23]([OH:25])[S:19][CH2:24][CH:23]1[OH:25]. (5) Given the product [ClH:28].[CH3:29][NH:30][S:31]([CH2:34][CH2:35][C:36]1[CH:37]=[CH:38][C:39]([NH:42][C:24]2[N:23]=[C:22]([N:20]([C:18]3[CH:17]=[CH:16][C:12]4[N:13]([CH2:14][CH3:15])[C:9]([NH:8][CH2:1][C:2]5[CH:7]=[CH:6][CH:5]=[CH:4][CH:3]=5)=[N:10][C:11]=4[CH:19]=3)[CH3:21])[CH:27]=[CH:26][N:25]=2)=[CH:40][CH:41]=1)(=[O:32])=[O:33], predict the reactants needed to synthesize it. The reactants are: [CH2:1]([NH:8][C:9]1[N:13]([CH2:14][CH3:15])[C:12]2[CH:16]=[CH:17][C:18]([N:20]([C:22]3[CH:27]=[CH:26][N:25]=[C:24]([Cl:28])[N:23]=3)[CH3:21])=[CH:19][C:11]=2[N:10]=1)[C:2]1[CH:7]=[CH:6][CH:5]=[CH:4][CH:3]=1.[CH3:29][NH:30][S:31]([CH2:34][CH2:35][C:36]1[CH:41]=[CH:40][C:39]([NH2:42])=[CH:38][CH:37]=1)(=[O:33])=[O:32]. (6) The reactants are: C[O:2][C:3](=[O:20])[C:4]1[C:9]([O:10][C:11]2[CH:16]=[C:15]([Cl:17])[CH:14]=[CH:13][C:12]=2[Cl:18])=[CH:8][C:7]([CH3:19])=[N:6][CH:5]=1.O.O.[OH-].[Li+:24]. Given the product [Cl:18][C:12]1[CH:13]=[CH:14][C:15]([Cl:17])=[CH:16][C:11]=1[O:10][C:9]1[C:4]([C:3]([O-:20])=[O:2])=[CH:5][N:6]=[C:7]([CH3:19])[CH:8]=1.[Li+:24], predict the reactants needed to synthesize it. (7) Given the product [Cl:10][C:11]1[CH:16]=[N:15][CH:14]=[C:13]([O:9][CH2:8][C:6]2[CH:5]=[CH:4][CH:3]=[C:2]([F:1])[N:7]=2)[N:12]=1, predict the reactants needed to synthesize it. The reactants are: [F:1][C:2]1[N:7]=[C:6]([CH2:8][OH:9])[CH:5]=[CH:4][CH:3]=1.[Cl:10][C:11]1[CH:16]=[N:15][CH:14]=[C:13](Cl)[N:12]=1.[H-].[Na+]. (8) Given the product [Pd:2].[C:6]1(=[O:13])[NH:12][CH2:11][CH2:10][CH2:9][CH2:8][CH2:7]1, predict the reactants needed to synthesize it. The reactants are: Cl[Pd:2]Cl.[OH-].[Na+].[C:6]1(=[O:13])[NH:12][CH2:11][CH2:10][CH2:9][CH2:8][CH2:7]1. (9) Given the product [CH3:2][O:3][CH2:4][CH:5]([NH:8][CH2:21][C:20]1[CH:23]=[CH:24][CH:25]=[C:18]([CH2:17][CH2:16][O:15][CH:10]2[CH2:11][CH2:12][CH2:13][CH2:14][O:9]2)[CH:19]=1)[CH2:6][CH3:7], predict the reactants needed to synthesize it. The reactants are: Cl.[CH3:2][O:3][CH2:4][C@@H:5]([NH2:8])[CH2:6][CH3:7].[O:9]1[CH2:14][CH2:13][CH2:12][CH2:11][CH:10]1[O:15][CH2:16][CH2:17][C:18]1[CH:19]=[C:20]([CH:23]=[CH:24][CH:25]=1)[CH:21]=O.